From a dataset of Full USPTO retrosynthesis dataset with 1.9M reactions from patents (1976-2016). Predict the reactants needed to synthesize the given product. (1) Given the product [CH3:22][O:23][C:24]([C:26]1[C:31]([Br:32])=[C:30]([NH:33][CH2:34][C:35]2[CH:40]=[CH:39][CH:38]=[CH:37][C:36]=2[N+:41]([O-:43])=[O:42])[C:29]([F:21])=[C:28]([Cl:44])[N:27]=1)=[O:25], predict the reactants needed to synthesize it. The reactants are: [B-](F)(F)(F)F.[B-](F)(F)(F)F.C1[N+]2(CCl)CC[N+]([F:21])(CC2)C1.[CH3:22][O:23][C:24]([C:26]1[C:31]([Br:32])=[C:30]([NH:33][CH2:34][C:35]2[CH:40]=[CH:39][CH:38]=[CH:37][C:36]=2[N+:41]([O-:43])=[O:42])[CH:29]=[C:28]([Cl:44])[N:27]=1)=[O:25]. (2) Given the product [CH2:1]([O:3][P:4]([CH:9]([F:29])[CH2:10][C@@H:11]([OH:28])[C@@H:12]([OH:27])[C@@H:13]([OH:26])[CH2:14][N:15]([CH:16]=[O:17])[OH:18])(=[O:8])[O:5][CH2:6][CH3:7])[CH3:2], predict the reactants needed to synthesize it. The reactants are: [CH2:1]([O:3][P:4]([CH:9]([F:29])[CH2:10][C@@H:11]([OH:28])[C@@H:12]([OH:27])[C@@H:13]([OH:26])[CH2:14][N:15]([O:18]CC1C=CC=CC=1)[CH:16]=[O:17])(=[O:8])[O:5][CH2:6][CH3:7])[CH3:2].CC1C=C2N=C3C(=NC(NC3=O)=O)N(C[C@H](O)[C@H](O)[C@H](O)CO)C2=CC=1C. (3) Given the product [Cl:1][C:2]1[CH:3]=[CH:4][C:5]([O:6][CH2:7][CH:8]2[CH2:13][CH2:12][CH2:11][NH:10][CH2:9]2)=[CH:21][CH:22]=1, predict the reactants needed to synthesize it. The reactants are: [Cl:1][C:2]1[CH:22]=[CH:21][C:5]([O:6][CH2:7][CH:8]2[CH2:13][CH2:12][CH2:11][N:10](C(OC(C)(C)C)=O)[CH2:9]2)=[CH:4][CH:3]=1.FC(F)(F)C(O)=O. (4) Given the product [CH3:1][O:2][C:3]1[C:4]([O:19][C:20]2[CH:25]=[CH:24][CH:23]=[C:22]([C:26]([F:28])([F:27])[F:29])[CH:21]=2)=[C:5]2[C:10](=[C:11]([NH:13][CH2:14][CH2:15][CH2:16][NH2:17])[CH:12]=1)[N:9]=[C:8]([CH:31]([C:30]([OH:37])=[O:36])[CH2:32][C:33]([OH:35])=[O:34])[CH:7]=[C:6]2[CH3:18], predict the reactants needed to synthesize it. The reactants are: [CH3:1][O:2][C:3]1[C:4]([O:19][C:20]2[CH:25]=[CH:24][CH:23]=[C:22]([C:26]([F:29])([F:28])[F:27])[CH:21]=2)=[C:5]2[C:10](=[C:11]([NH:13][CH2:14][CH2:15][CH2:16][NH2:17])[CH:12]=1)[N:9]=[CH:8][CH:7]=[C:6]2[CH3:18].[C:30]([OH:37])(=[O:36])[CH2:31][CH2:32][C:33]([OH:35])=[O:34]. (5) Given the product [CH3:8][C:5]1[N:6]=[N:7][C:2]([CH3:18])=[CH:3][C:4]=1[C:9]1[S:13][C:12]([C:14]([O:16][CH3:17])=[O:15])=[CH:11][CH:10]=1, predict the reactants needed to synthesize it. The reactants are: Cl[C:2]1[N:7]=[N:6][C:5]([CH3:8])=[C:4]([C:9]2[S:13][C:12]([C:14]([O:16][CH3:17])=[O:15])=[CH:11][CH:10]=2)[CH:3]=1.[C:18]([O-])([O-])=O.[Cs+].[Cs+].CB1OB(C)OB(C)O1. (6) Given the product [Cl:3][C:4]1[CH:5]=[CH:6][C:7]([CH2:10][C@H:11]2[CH2:12][N:13]([CH3:18])[CH2:14][C@@H:15]2[C:16]#[N:17])=[CH:8][CH:9]=1, predict the reactants needed to synthesize it. The reactants are: [H-].[Na+].[Cl:3][C:4]1[CH:9]=[CH:8][C:7](/[CH:10]=[CH:11]/[CH2:12][N:13]([CH3:18])[CH2:14][CH2:15][C:16]#[N:17])=[CH:6][CH:5]=1.CC(O)=O.O.